Dataset: Forward reaction prediction with 1.9M reactions from USPTO patents (1976-2016). Task: Predict the product of the given reaction. (1) Given the reactants S(=O)(=O)(O)O.[C:6]1([N:12]([C:19]2[CH:24]=[CH:23][CH:22]=[CH:21][CH:20]=2)[C:13](=[O:18])[CH2:14][C:15]([CH3:17])=O)[CH:11]=[CH:10][CH:9]=[CH:8][CH:7]=1, predict the reaction product. The product is: [CH3:17][C:15]1[C:11]2[C:6](=[CH:7][CH:8]=[CH:9][CH:10]=2)[N:12]([C:19]2[CH:24]=[CH:23][CH:22]=[CH:21][CH:20]=2)[C:13](=[O:18])[CH:14]=1. (2) Given the reactants [C:1]([C:3]1[C:4]2[S:15][C:14]([CH3:16])=[CH:13][C:5]=2[NH:6][C:7]=1[C:8]([O:10]CC)=[O:9])#[N:2].O.[OH-].[Li+], predict the reaction product. The product is: [C:1]([C:3]1[C:4]2[S:15][C:14]([CH3:16])=[CH:13][C:5]=2[NH:6][C:7]=1[C:8]([OH:10])=[O:9])#[N:2].